From a dataset of Full USPTO retrosynthesis dataset with 1.9M reactions from patents (1976-2016). Predict the reactants needed to synthesize the given product. (1) Given the product [N:6]1([C:11]2[CH:32]=[CH:31][C:14]([CH2:15][C:16]3[C:17]([O:29][CH3:30])=[N:18][C:19]4[C:24]([C:25]=3[Cl:26])=[CH:23][C:22]([C:39]([C:38]3[N:34]([CH3:33])[CH:35]=[N:36][CH:37]=3)([C:41]3[N:45]([CH3:46])[CH:44]=[N:43][CH:42]=3)[OH:40])=[CH:21][C:20]=4[CH3:28])=[CH:13][CH:12]=2)[CH:10]=[CH:9][CH:8]=[N:7]1, predict the reactants needed to synthesize it. The reactants are: C([Li])CCC.[N:6]1([C:11]2[CH:32]=[CH:31][C:14]([CH2:15][C:16]3[C:17]([O:29][CH3:30])=[N:18][C:19]4[C:24]([C:25]=3[Cl:26])=[CH:23][C:22](Br)=[CH:21][C:20]=4[CH3:28])=[CH:13][CH:12]=2)[CH:10]=[CH:9][CH:8]=[N:7]1.[CH3:33][N:34]1[C:38]([C:39]([C:41]2[N:45]([CH3:46])[CH:44]=[N:43][CH:42]=2)=[O:40])=[CH:37][N:36]=[CH:35]1.[NH4+].[Cl-]. (2) Given the product [CH2:1]([C:8]1[CH:13]=[CH:12][C:11]([C:14]2[CH:22]=[CH:21][C:17]([C:18]([O:20][C:26]3[CH:25]=[C:24]([F:23])[C:29]([F:30])=[C:28]([F:31])[CH:27]=3)=[O:19])=[CH:16][CH:15]=2)=[CH:10][CH:9]=1)[CH2:2][CH2:3][CH2:4][CH2:5][CH2:6][CH3:7], predict the reactants needed to synthesize it. The reactants are: [CH2:1]([C:8]1[CH:13]=[CH:12][C:11]([C:14]2[CH:22]=[CH:21][C:17]([C:18]([OH:20])=[O:19])=[CH:16][CH:15]=2)=[CH:10][CH:9]=1)[CH2:2][CH2:3][CH2:4][CH2:5][CH2:6][CH3:7].[F:23][C:24]1[CH:25]=[C:26](O)[CH:27]=[C:28]([F:31])[C:29]=1[F:30].ClCCl.Cl.C(N=C=NCCCN(C)C)C. (3) Given the product [N:1]12[CH2:8][CH2:7][C:4]([CH2:9][NH:10][C:11]([C:13]3[C:21]4[CH:20]=[CH:19][CH:18]=[CH:17][C:16]=4[S:22][N:23]=3)=[O:12])([CH2:5][CH2:6]1)[CH2:3][CH2:2]2, predict the reactants needed to synthesize it. The reactants are: [N:1]12[CH2:8][CH2:7][C:4]([CH2:9][NH:10][C:11]([C:13]3[C:21]4[C:16](=[CH:17][CH:18]=[CH:19][CH:20]=4)NC=3)=[O:12])([CH2:5][CH2:6]1)[CH2:3][CH2:2]2.[S:22]1C2C=CC=CC=2C(C(Cl)=O)=[N:23]1. (4) Given the product [Br:13][C:14]1[CH:15]=[C:16]2[C:17](=[CH:20][CH:21]=1)[C:18](=[O:25])[O:33][CH2:34][CH2:22]2, predict the reactants needed to synthesize it. The reactants are: C(NC(C)C)(C)C.[Li]CCCC.[Br:13][C:14]1[CH:21]=[CH:20][C:17]([C:18]#N)=[C:16]([CH3:22])[CH:15]=1.[BH4-].[Na+].[OH:25]S(O)(=O)=O.C1[CH2:34][O:33]CC1.